This data is from Reaction yield outcomes from USPTO patents with 853,638 reactions. The task is: Predict the reaction yield, written as a fraction of the theoretical maximum amount of product (1.0 means a 100% yield; for example, 0.34 means a 34% yield). The catalyst is CN(C)C=O. The reactants are [C:1]1(=[O:14])[C:10]2[C:5](=[CH:6][CH:7]=[CH:8][CH:9]=2)C=[C:3](C(O)=O)[NH:2]1.F[P-](F)(F)(F)(F)F.[N:22]1(OC(N(C)C)=[N+](C)C)[C:26]2N=CC=[CH:30][C:25]=2N=N1.Cl.CN[O:42][CH3:43]. The yield is 0.940. The product is [CH3:43][O:42][N:2]([CH3:3])[C:1]([C:10]1[CH:9]=[CH:8][CH:7]=[C:6]2[C:5]=1[N:22]=[CH:26][CH:25]=[CH:30]2)=[O:14].